From a dataset of Full USPTO retrosynthesis dataset with 1.9M reactions from patents (1976-2016). Predict the reactants needed to synthesize the given product. (1) Given the product [NH2:1][CH2:2][CH2:3][CH2:4][CH2:5][CH2:6][C:7]([NH:9][C:10]1[CH:15]=[CH:14][CH:13]=[CH:12][C:11]=1[NH2:16])=[O:8], predict the reactants needed to synthesize it. The reactants are: [NH2:1][CH2:2][CH2:3][CH2:4][CH2:5][CH2:6][C:7]([NH:9][C:10]1[CH:15]=[CH:14][CH:13]=[CH:12][C:11]=1[N+:16]([O-])=O)=[O:8]. (2) Given the product [CH3:39][N:40]([CH3:44])[CH2:41][CH2:42][O:27][C:26](=[O:28])[CH2:25][CH:24]1[C:11]2[C:10]3[CH:9]=[CH:8][C:7]([O:6][Si:5]([C:1]([CH3:2])([CH3:4])[CH3:3])([CH3:38])[CH3:37])=[CH:16][C:15]=3[O:14][CH2:13][C:12]=2[C:17]2[CH:18]=[CH:19][C:20]([O:29][Si:30]([C:33]([CH3:36])([CH3:35])[CH3:34])([CH3:31])[CH3:32])=[CH:21][C:22]=2[O:23]1, predict the reactants needed to synthesize it. The reactants are: [C:1]([Si:5]([CH3:38])([CH3:37])[O:6][C:7]1[CH:8]=[CH:9][C:10]2[C:11]3[CH:24]([CH2:25][C:26]([OH:28])=[O:27])[O:23][C:22]4[CH:21]=[C:20]([O:29][Si:30]([C:33]([CH3:36])([CH3:35])[CH3:34])([CH3:32])[CH3:31])[CH:19]=[CH:18][C:17]=4[C:12]=3[CH2:13][O:14][C:15]=2[CH:16]=1)([CH3:4])([CH3:3])[CH3:2].[CH3:39][N:40]([CH3:44])[CH2:41][CH2:42]O.CC(C)N=C=NC(C)C. (3) The reactants are: [C:1]([O:6][C@@H:7]1[C@@H:15]([CH2:16][CH2:17]OS(C)(=O)=O)[C:14](=[O:23])[O:13][CH2:12][C@H:11]([NH:24][C:25]([O:27][C:28]([CH3:31])([CH3:30])[CH3:29])=[O:26])[C:10](=[O:32])[O:9][C@H:8]1[CH3:33])(=[O:5])[CH:2]([CH3:4])[CH3:3].[N-:34]=[N+:35]=[N-:36].[Na+].[Cl:38][C:39]1[CH:44]=[CH:43][CH:42]=[C:41]([C:45]#[CH:46])[CH:40]=1.O=C1O[C@H]([C@H](CO)O)C([O-])=C1O.[Na+]. Given the product [C:1]([O:6][C@@H:7]1[C@@H:15]([CH2:16][CH2:17][N:34]2[CH:46]=[C:45]([C:41]3[CH:42]=[CH:43][CH:44]=[C:39]([Cl:38])[CH:40]=3)[N:36]=[N:35]2)[C:14](=[O:23])[O:13][CH2:12][C@H:11]([NH:24][C:25]([O:27][C:28]([CH3:31])([CH3:29])[CH3:30])=[O:26])[C:10](=[O:32])[O:9][C@H:8]1[CH3:33])(=[O:5])[CH:2]([CH3:4])[CH3:3], predict the reactants needed to synthesize it. (4) Given the product [NH2:1][C:2]1[N:3]=[C:4]([NH2:35])[C:5]2[N:10]=[N:9][N:8]([CH:11]3[O:12][CH:13]([CH:25]=[CH:26][P:27](=[O:28])([OH:29])[OH:32])[CH2:14][CH:15]3[OH:16])[C:6]=2[N:7]=1, predict the reactants needed to synthesize it. The reactants are: [NH2:1][C:2]1[N:3]=[C:4]([NH2:35])[C:5]2[N:10]=[N:9][N:8]([CH:11]3[CH:15]([O:16]C(=O)C4C=CC=CC=4)[CH2:14][CH:13]([CH:25]=[CH:26][P:27]([O:32]CC)([O:29]CC)=[O:28])[O:12]3)[C:6]=2[N:7]=1.[Si](Br)(C)(C)C.[NH4+].[OH-]. (5) The reactants are: [Cl:1][C:2]1[CH:7]=[CH:6][C:5]([C:8]2[CH:13]=[CH:12][C:11]([C:14](C)=[CH:15][CH2:16][OH:17])=[CH:10][CH:9]=2)=[CH:4][CH:3]=1.CN(C1C=CC2N=C3C(=CC(C=C3)=[N+](C)C)SC=2C=1)C.[C:39]1(=[O:45])[CH2:44][CH2:43][CH2:42][CH2:41][CH2:40]1.[O:46]1[CH2:51]CCOO1. Given the product [Cl:1][C:2]1[CH:3]=[CH:4][C:5]([C:8]2[CH:9]=[CH:10][C:11]([CH:14]=[CH:15][CH:16]3[CH2:51][O:46][C:39]4([CH2:44][CH2:43][CH2:42][CH2:41][CH2:40]4)[O:45][O:17]3)=[CH:12][CH:13]=2)=[CH:6][CH:7]=1, predict the reactants needed to synthesize it. (6) Given the product [C:1]([C:5]1[CH:10]=[CH:9][C:8]([NH:11][C:12](=[O:21])[C:13]2[CH:14]=[CH:15][C:16]([C:19]3[NH:24][N:23]=[N:22][N:20]=3)=[CH:17][CH:18]=2)=[CH:7][CH:6]=1)([CH3:4])([CH3:2])[CH3:3], predict the reactants needed to synthesize it. The reactants are: [C:1]([C:5]1[CH:10]=[CH:9][C:8]([NH:11][C:12](=[O:21])[C:13]2[CH:18]=[CH:17][C:16]([C:19]#[N:20])=[CH:15][CH:14]=2)=[CH:7][CH:6]=1)([CH3:4])([CH3:3])[CH3:2].[N-:22]=[N+:23]=[N-:24].[Na+].[Mg+2].[Cl-].[Cl-].O. (7) The reactants are: [OH-].[Na+].[C:3]([O:7][C:8](=[O:19])[CH2:9][C:10]1([C:16]([OH:18])=[O:17])[CH:14]([CH3:15])[CH2:13][NH:12][CH2:11]1)([CH3:6])([CH3:5])[CH3:4].CC(C)=O.Cl[C:25]([O:27][CH2:28][C:29]1[CH:34]=[CH:33][CH:32]=[CH:31][CH:30]=1)=[O:26]. Given the product [CH2:28]([O:27][C:25]([N:12]1[CH2:13][CH:14]([CH3:15])[C:10]([CH2:9][C:8]([O:7][C:3]([CH3:4])([CH3:5])[CH3:6])=[O:19])([C:16]([OH:18])=[O:17])[CH2:11]1)=[O:26])[C:29]1[CH:34]=[CH:33][CH:32]=[CH:31][CH:30]=1, predict the reactants needed to synthesize it. (8) Given the product [CH3:2][O:3][C:4]([C:6]1[CH:11]=[CH:10][CH:9]=[C:8]([C:12]2[O:16][C:15]([C:17](=[O:27])[CH2:18][CH2:19][CH2:20][CH:21]3[CH2:22][CH2:23][N:24]([CH2:42][C:41]4[CH:44]=[CH:45][C:38]([CH:35]([CH3:37])[CH3:36])=[CH:39][CH:40]=4)[CH2:25][CH2:26]3)=[N:14][CH:13]=2)[N:7]=1)=[O:5], predict the reactants needed to synthesize it. The reactants are: Cl.[CH3:2][O:3][C:4]([C:6]1[CH:11]=[CH:10][CH:9]=[C:8]([C:12]2[O:16][C:15]([C:17](=[O:27])[CH2:18][CH2:19][CH2:20][CH:21]3[CH2:26][CH2:25][NH:24][CH2:23][CH2:22]3)=[N:14][CH:13]=2)[N:7]=1)=[O:5].CCN(CC)CC.[CH:35]([C:38]1[CH:45]=[CH:44][C:41]([CH:42]=O)=[CH:40][CH:39]=1)([CH3:37])[CH3:36].[BH-](OC(C)=O)(OC(C)=O)OC(C)=O.[Na+]. (9) Given the product [CH2:16]([O:15][P:14]([CH2:13][C:5]1[CH:6]=[CH:7][C:8]([N+:9]([O-:11])=[O:10])=[C:3]([O:2][CH3:1])[N:4]=1)(=[O:21])[O:18][CH2:19][CH3:20])[CH3:17], predict the reactants needed to synthesize it. The reactants are: [CH3:1][O:2][C:3]1[C:8]([N+:9]([O-:11])=[O:10])=[CH:7][CH:6]=[CH:5][N:4]=1.Cl[CH2:13][P:14](=[O:21])([O:18][CH2:19][CH3:20])[O:15][CH2:16][CH3:17].CC(C)([O-])C.[K+].